Predict the reaction yield, written as a fraction of the theoretical maximum amount of product (1.0 means a 100% yield; for example, 0.34 means a 34% yield). From a dataset of Reaction yield outcomes from USPTO patents with 853,638 reactions. (1) The reactants are [C:1]1([C@@H:7]([NH:9][C:10]([C:12]2[NH:13][C:14]([C:17]([C:19]3[C:20](Cl)=[N:21][CH:22]=[CH:23][CH:24]=3)=O)=[CH:15][CH:16]=2)=[O:11])[CH3:8])[CH:6]=[CH:5][CH:4]=[CH:3][CH:2]=1.O.[NH2:27][NH2:28]. The catalyst is C(O)C. The product is [C:1]1([C@@H:7]([NH:9][C:10]([C:12]2[NH:13][C:14]([C:17]3[C:19]4[C:20](=[N:21][CH:22]=[CH:23][CH:24]=4)[NH:28][N:27]=3)=[CH:15][CH:16]=2)=[O:11])[CH3:8])[CH:6]=[CH:5][CH:4]=[CH:3][CH:2]=1. The yield is 0.190. (2) The reactants are [F:1][C:2]1[C:3]([OH:20])=[CH:4][C:5]([OH:19])=[C:6]([CH:18]=1)[C:7]([C:9]1[CH:14]=[C:13]([F:15])[C:12]([OH:16])=[CH:11][C:10]=1O)=[O:8]. The catalyst is O. The product is [F:1][C:2]1[C:3]([OH:20])=[CH:4][C:5]2[O:19][C:10]3[C:9](=[CH:14][C:13]([F:15])=[C:12]([OH:16])[CH:11]=3)[C:7](=[O:8])[C:6]=2[CH:18]=1. The yield is 0.830. (3) The reactants are [OH:1][C:2]1[CH:3]=[C:4]([CH:7]=[CH:8][C:9]=1[OH:10])[CH:5]=[O:6].Cl[C:12]([F:17])([F:16])C([O-])=O.[Na+].[OH-].[Na+]. The yield is 0.390. The catalyst is CN(C)C=O.O. The product is [F:16][CH:12]([F:17])[O:10][C:9]1[CH:8]=[CH:7][C:4]([CH:5]=[O:6])=[CH:3][C:2]=1[OH:1]. (4) The reactants are [CH2:1]([O:5][C:6]1[CH:11]=[CH:10][C:9]([S:12]([N:15]2[CH2:17][CH:16]2[C:18]([O:20][CH3:21])=[O:19])(=[O:14])=[O:13])=[CH:8][CH:7]=1)[C:2]#[C:3][CH3:4].[Br:22][CH2:23][CH2:24][OH:25].B(F)(F)F.CCOCC. The catalyst is C(OCC)(=O)C. The product is [CH3:21][O:20][C:18](=[O:19])[CH:16]([NH:15][S:12]([C:9]1[CH:10]=[CH:11][C:6]([O:5][CH2:1][C:2]#[C:3][CH3:4])=[CH:7][CH:8]=1)(=[O:14])=[O:13])[CH2:17][O:25][CH2:24][CH2:23][Br:22]. The yield is 0.260. (5) The reactants are [CH2:1]([C:5]1[N:9]([CH2:10][C:11]2[CH:16]=[CH:15][C:14]([C:17]3[C:18]([C:23]#[N:24])=[CH:19][CH:20]=[CH:21][CH:22]=3)=[CH:13][CH:12]=2)[C:8](=[O:25])[NH:7][N:6]=1)[CH2:2][CH2:3][CH3:4].C(=O)([O-])[O-].[K+].[K+].Br[CH2:33][CH:34]1[CH2:39][CH2:38][CH2:37][CH2:36][O:35]1.CN(C)C=O. The catalyst is C(OCC)(=O)C. The product is [CH2:1]([C:5]1[N:9]([CH2:10][C:11]2[CH:16]=[CH:15][C:14]([C:17]3[C:18]([C:23]#[N:24])=[CH:19][CH:20]=[CH:21][CH:22]=3)=[CH:13][CH:12]=2)[C:8](=[O:25])[N:7]([CH2:33][CH:34]2[CH2:39][CH2:38][CH2:37][CH2:36][O:35]2)[N:6]=1)[CH2:2][CH2:3][CH3:4]. The yield is 0.380.